This data is from Forward reaction prediction with 1.9M reactions from USPTO patents (1976-2016). The task is: Predict the product of the given reaction. (1) Given the reactants [N:1]1([CH2:7][CH2:8]O)[CH2:6][CH2:5][NH:4][CH2:3][CH2:2]1.C([O-])([O-])=[O:11].[K+].[K+].[F:16][C:17]1[CH:22]=[C:21]([N+:23]([O-:25])=[O:24])[C:20]([F:26])=[CH:19][C:18]=1F, predict the reaction product. The product is: [F:16][C:17]1[CH:22]=[C:21]([N+:23]([O-:25])=[O:24])[C:20]([F:26])=[CH:19][C:18]=1[N:4]1[CH2:5][CH2:6][N:1]([CH:7]([OH:11])[CH3:8])[CH2:2][CH2:3]1. (2) Given the reactants [OH:1][CH2:2][CH:3]([NH:10][C:11]([C:13]1[NH:14][CH:15]=[C:16]([C:18](=O)[C:19]([CH3:24])=[CH:20]N(C)C)[CH:17]=1)=[O:12])[C:4]1[CH:9]=[CH:8][CH:7]=[CH:6][CH:5]=1.[CH:26]1([NH:29][C:30]([NH2:32])=[NH:31])[CH2:28][CH2:27]1.Cl.C(=O)([O-])[O-].[K+].[K+], predict the reaction product. The product is: [OH:1][CH2:2][C@@H:3]([NH:10][C:11]([C:13]1[NH:14][CH:15]=[C:16]([C:18]2[C:19]([CH3:24])=[CH:20][N:32]=[C:30]([NH:29][CH:26]3[CH2:28][CH2:27]3)[N:31]=2)[CH:17]=1)=[O:12])[C:4]1[CH:5]=[CH:6][CH:7]=[CH:8][CH:9]=1. (3) Given the reactants [CH3:1][C:2]1[C:7]([CH3:8])=[CH:6][N:5]=[C:4]([N:9]2[C:17](=[O:18])[C:16]3[C:11](=[CH:12][CH:13]=[CH:14][CH:15]=3)[C:10]2=[O:19])[CH:3]=1.C1C=C(Cl)C=C(C(OO)=[O:28])C=1, predict the reaction product. The product is: [O:18]=[C:17]1[C:16]2[C:11](=[CH:12][CH:13]=[CH:14][CH:15]=2)[C:10](=[O:19])[N:9]1[C:4]1[CH:3]=[C:2]([CH3:1])[C:7]([CH3:8])=[CH:6][N+:5]=1[O-:28]. (4) Given the reactants [CH3:1][O:2][NH:3][C:4]([C:6]1[C:7](=[O:29])[C:8]2[CH:13]=[N:12][C:11](S(C)(=O)=O)=[N:10][C:9]=2[N:18]([C:20]2[CH:21]=[C:22]3[C:26](=[CH:27][CH:28]=2)[CH2:25][CH2:24][CH2:23]3)[CH:19]=1)=[O:5].[NH2:30][C:31]1[CH:32]=[C:33]([CH:45]=[CH:46][CH:47]=1)[C:34]([NH:36][CH2:37][CH2:38][N:39]1[CH2:44][CH2:43][O:42][CH2:41][CH2:40]1)=[O:35], predict the reaction product. The product is: [CH3:1][O:2][NH:3][C:4]([C:6]1[C:7](=[O:29])[C:8]2[CH:13]=[N:12][C:11]([NH:30][C:31]3[CH:47]=[CH:46][CH:45]=[C:33]([C:34](=[O:35])[NH:36][CH2:37][CH2:38][N:39]4[CH2:40][CH2:41][O:42][CH2:43][CH2:44]4)[CH:32]=3)=[N:10][C:9]=2[N:18]([C:20]2[CH:21]=[C:22]3[C:26](=[CH:27][CH:28]=2)[CH2:25][CH2:24][CH2:23]3)[CH:19]=1)=[O:5]. (5) The product is: [O:35]=[C:34]1[CH:33]([N:32]2[C:17](=[O:19])[C:16]3[C:15](=[CH:24][CH:23]=[CH:22][C:21]=3[CH2:25][NH:26][C:27](=[O:29])[CH3:28])[C:14]2=[O:30])[CH2:39][CH2:38][C:37](=[O:40])[NH:36]1. Given the reactants N12CCCN=C1CCCCC2.CO[C:14](=[O:30])[C:15]1[C:16](=[C:21]([CH2:25][NH:26][C:27](=[O:29])[CH3:28])[CH:22]=[CH:23][CH:24]=1)[C:17]([O:19]C)=O.Cl.[NH2:32][CH:33]1[CH2:39][CH2:38][C:37](=[O:40])[NH:36][C:34]1=[O:35], predict the reaction product. (6) Given the reactants O=[C:2]([C:20]1[CH:25]=[CH:24][CH:23]=[CH:22][CH:21]=1)[CH:3](OS(C1C=CC(C)=CC=1)(=O)=O)[C:4]([O:6][CH2:7][CH3:8])=[O:5].[C:26](=[S:34])([NH2:33])[C:27]1[CH:32]=[CH:31][CH:30]=[CH:29][CH:28]=1, predict the reaction product. The product is: [C:27]1([C:26]2[S:34][C:3]([C:4]([O:6][CH2:7][CH3:8])=[O:5])=[C:2]([C:20]3[CH:21]=[CH:22][CH:23]=[CH:24][CH:25]=3)[N:33]=2)[CH:32]=[CH:31][CH:30]=[CH:29][CH:28]=1. (7) Given the reactants [O:1]([CH2:4][C:5]([O:7][CH2:8][CH3:9])=O)CC.[CH:10](OCC)=O.[O-]CC.[Na+].[NH2:19][C:20]([NH2:22])=[O:21], predict the reaction product. The product is: [CH2:8]([O:7][C:5]1[C:4]([OH:1])=[N:19][C:20]([OH:21])=[N:22][CH:10]=1)[CH3:9]. (8) Given the reactants [BH-](OC(C)=O)(OC(C)=O)OC(C)=O.[Na+].[NH:15]1[CH2:19][CH2:18][CH2:17][CH2:16]1.Cl[C:21]1[CH:22]=[C:23]([CH:26]=[CH:27][C:28]=1[OH:29])[CH:24]=O.[ClH:30], predict the reaction product. The product is: [Cl:30][C:22]1[CH:21]=[C:28]([OH:29])[CH:27]=[CH:26][C:23]=1[CH2:24][N:15]1[CH2:19][CH2:18][CH2:17][CH2:16]1. (9) Given the reactants [CH2:1]([C:4]1[CH:9]=[CH:8][C:7]([CH2:10][OH:11])=[CH:6][CH:5]=1)[CH2:2][CH3:3].C(N(CC)CC)C.[CH3:19][S:20](Cl)(=[O:22])=[O:21].O, predict the reaction product. The product is: [CH3:19][S:20]([O:11][CH2:10][C:7]1[CH:8]=[CH:9][C:4]([CH2:1][CH2:2][CH3:3])=[CH:5][CH:6]=1)(=[O:22])=[O:21].